This data is from Reaction yield outcomes from USPTO patents with 853,638 reactions. The task is: Predict the reaction yield, written as a fraction of the theoretical maximum amount of product (1.0 means a 100% yield; for example, 0.34 means a 34% yield). (1) The reactants are [S:1]1[C:5]([C:6]2[C:7]([O:36][CH3:37])=[CH:8][C:9]([O:34][CH3:35])=[C:10]([CH:12]=[CH:13][C:14]([CH:16]3[C:21](C)(C)[C:20]([O:24][CH3:25])=[C:19](C(C)(C)C)[C:18]([O:30][CH3:31])=[C:17]3O[SiH3])=[O:15])[CH:11]=2)=[CH:4][C:3]2[CH:38]=[CH:39][CH:40]=[CH:41][C:2]1=2.[F-].C([N+](CCCC)(CCCC)CCCC)CCC.[O:60]1CCCC1. No catalyst specified. The product is [S:1]1[C:5]([C:6]2[C:7]([O:36][CH3:37])=[CH:8][C:9]([O:34][CH3:35])=[C:10]([CH:12]=[CH:13][C:14]([C:16]3[CH:21]=[C:20]([O:24][CH3:25])[C:19]([OH:60])=[C:18]([O:30][CH3:31])[CH:17]=3)=[O:15])[CH:11]=2)=[CH:4][C:3]2[CH:38]=[CH:39][CH:40]=[CH:41][C:2]1=2. The yield is 0.460. (2) The reactants are [ClH:1].[CH:2]1([N:6]2[CH2:11][CH2:10][CH:9]([O:12][C:13]3[CH:18]=[CH:17][C:16]([NH:19][C:20](=[O:28])[CH2:21][N:22]4[CH2:27][CH2:26][O:25][CH2:24][CH2:23]4)=[C:15]([F:29])[CH:14]=3)[CH2:8][CH2:7]2)[CH2:5][CH2:4][CH2:3]1. The catalyst is C(OCC)C. The product is [ClH:1].[ClH:1].[CH:2]1([N:6]2[CH2:7][CH2:8][CH:9]([O:12][C:13]3[CH:18]=[CH:17][C:16]([NH:19][C:20](=[O:28])[CH2:21][N:22]4[CH2:23][CH2:24][O:25][CH2:26][CH2:27]4)=[C:15]([F:29])[CH:14]=3)[CH2:10][CH2:11]2)[CH2:3][CH2:4][CH2:5]1. The yield is 0.862.